This data is from Peptide-MHC class I binding affinity with 185,985 pairs from IEDB/IMGT. The task is: Regression. Given a peptide amino acid sequence and an MHC pseudo amino acid sequence, predict their binding affinity value. This is MHC class I binding data. (1) The peptide sequence is ATNIFPFFV. The MHC is HLA-A02:01 with pseudo-sequence HLA-A02:01. The binding affinity (normalized) is 0.740. (2) The peptide sequence is MSSAMSMMH. The MHC is HLA-B15:01 with pseudo-sequence HLA-B15:01. The binding affinity (normalized) is 0.274. (3) The peptide sequence is VNLEAFSL. The MHC is H-2-Kb with pseudo-sequence H-2-Kb. The binding affinity (normalized) is 0.596. (4) The peptide sequence is LSPLLLST. The MHC is Mamu-A01 with pseudo-sequence Mamu-A01. The binding affinity (normalized) is 0.277. (5) The peptide sequence is LATLKDMWK. The MHC is HLA-B08:03 with pseudo-sequence HLA-B08:03. The binding affinity (normalized) is 0.0847. (6) The peptide sequence is IVCPICSQK. The MHC is HLA-A03:01 with pseudo-sequence HLA-A03:01. The binding affinity (normalized) is 0.352. (7) The peptide sequence is SIKFKRKLM. The MHC is HLA-A11:01 with pseudo-sequence HLA-A11:01. The binding affinity (normalized) is 0.0847.